This data is from Catalyst prediction with 721,799 reactions and 888 catalyst types from USPTO. The task is: Predict which catalyst facilitates the given reaction. (1) Reactant: [C:1]([O:5][C:6](=[O:16])[NH:7][CH2:8][CH2:9][CH:10]1[CH2:15][CH2:14][NH:13][CH2:12][CH2:11]1)([CH3:4])([CH3:3])[CH3:2].Cl.Cl[C:19]1[CH:24]=[CH:23][N:22]=[CH:21][CH:20]=1.C(N(CC)CC)C.CCOC(C)=O. Product: [C:1]([O:5][C:6](=[O:16])[NH:7][CH2:8][CH2:9][CH:10]1[CH2:11][CH2:12][N:13]([C:19]2[CH:24]=[CH:23][N:22]=[CH:21][CH:20]=2)[CH2:14][CH2:15]1)([CH3:4])([CH3:2])[CH3:3]. The catalyst class is: 8. (2) Reactant: [CH2:1]([NH:3][C@@H:4]1[CH2:8][CH2:7][N:6]([C:9]2[C:14]([C:15]([O:17][CH:18]([CH3:20])[CH3:19])=[O:16])=[CH:13][CH:12]=[CH:11][N:10]=2)[CH2:5]1)[CH3:2].C(=O)([O-])[O-].[K+].[K+].Br[CH2:28][C:29]1[CH:34]=[CH:33][C:32]([CH2:35][N:36]([CH2:47][CH3:48])[C@@H:37]2[CH2:41][CH2:40][N:39]([C:42](=[O:46])[CH:43]([CH3:45])[CH3:44])[CH2:38]2)=[CH:31][CH:30]=1. Product: [CH3:20][CH:18]([O:17][C:15]([C:14]1[C:9]([N:6]2[CH2:7][CH2:8][C@@H:4]([N:3]([CH2:1][CH3:2])[CH2:28][C:29]3[CH:34]=[CH:33][C:32]([CH2:35][N:36]([CH2:47][CH3:48])[C@@H:37]4[CH2:41][CH2:40][N:39]([C:42](=[O:46])[CH:43]([CH3:45])[CH3:44])[CH2:38]4)=[CH:31][CH:30]=3)[CH2:5]2)=[N:10][CH:11]=[CH:12][CH:13]=1)=[O:16])[CH3:19]. The catalyst class is: 21.